From a dataset of Forward reaction prediction with 1.9M reactions from USPTO patents (1976-2016). Predict the product of the given reaction. (1) Given the reactants C(OC1C=CN(CC(C2C=CC(C[Br:25])=CC=2C)=O)C(=O)C=1)C1C=CC=CC=1.O[CH2:29][C:30]1[CH:35]=[CH:34][C:33]([C:36](=[O:55])[CH2:37][N:38]2[C:43](=[O:44])[CH:42]=[C:41]([O:45][CH2:46][C:47]3[CH:52]=[CH:51][C:50]([O:53][CH3:54])=[CH:49][N:48]=3)[CH:40]=[N:39]2)=[C:32]([CH3:56])[CH:31]=1.C(OC1C=CN(CC(C2C=CC(CO)=CC=2C)=O)C(=O)C=1)C1C=CC=CC=1, predict the reaction product. The product is: [Br:25][CH2:29][C:30]1[CH:35]=[CH:34][C:33]([C:36](=[O:55])[CH2:37][N:38]2[C:43](=[O:44])[CH:42]=[C:41]([O:45][CH2:46][C:47]3[CH:52]=[CH:51][C:50]([O:53][CH3:54])=[CH:49][N:48]=3)[CH:40]=[N:39]2)=[C:32]([CH3:56])[CH:31]=1. (2) Given the reactants [CH3:1][O:2][C:3]1[CH:4]=[C:5]([N:11]2[CH2:16][CH2:15][N:14]([C:17]([C:19]3[C:23]([C:24]4[CH:29]=[CH:28][CH:27]=[CH:26][CH:25]=4)=[CH:22][NH:21][CH:20]=3)=[O:18])[CH2:13][CH2:12]2)[CH:6]=[C:7]([O:9][CH3:10])[CH:8]=1.[H-].[Na+].Cl.Br[CH2:34][C:35]1[CH:36]=[N:37][CH:38]=[CH:39][CH:40]=1, predict the reaction product. The product is: [CH3:10][O:9][C:7]1[CH:6]=[C:5]([N:11]2[CH2:16][CH2:15][N:14]([C:17]([C:19]3[C:23]([C:24]4[CH:29]=[CH:28][CH:27]=[CH:26][CH:25]=4)=[CH:22][N:21]([CH2:34][C:35]4[CH:36]=[N:37][CH:38]=[CH:39][CH:40]=4)[CH:20]=3)=[O:18])[CH2:13][CH2:12]2)[CH:4]=[C:3]([O:2][CH3:1])[CH:8]=1. (3) Given the reactants [CH3:1][O:2][C:3](=[O:36])[CH2:4][C:5]1[CH:10]=[CH:9][C:8](OS(C(F)(F)F)(=O)=O)=[C:7]([O:19][C:20]2[CH:25]=[CH:24][C:23]([N+:26]([O-:28])=[O:27])=[CH:22][C:21]=2[CH2:29][S:30][CH2:31][C:32]([F:35])([F:34])[F:33])[CH:6]=1.[CH3:37][Si:38]([C:41]#[CH:42])([CH3:40])[CH3:39], predict the reaction product. The product is: [CH3:1][O:2][C:3](=[O:36])[CH2:4][C:5]1[CH:10]=[CH:9][C:8]([C:42]#[C:41][Si:38]([CH3:40])([CH3:39])[CH3:37])=[C:7]([O:19][C:20]2[CH:25]=[CH:24][C:23]([N+:26]([O-:28])=[O:27])=[CH:22][C:21]=2[CH2:29][S:30][CH2:31][C:32]([F:35])([F:34])[F:33])[CH:6]=1. (4) Given the reactants [CH3:1][C:2]1[C:6]([C:7]2[C:15]3[O:16][CH2:17][CH:18]([C:19]4[CH:24]=[CH:23][CH:22]=[CH:21][CH:20]=4)[N:13]4[C:14]=3[C:10]([C:11](=[O:25])[NH:12]4)=[CH:9][CH:8]=2)=[C:5]([CH3:26])[O:4][N:3]=1.[H-].[Na+].[CH3:29]I, predict the reaction product. The product is: [CH3:1][C:2]1[C:6]([C:7]2[C:15]3[O:16][CH2:17][CH:18]([C:19]4[CH:24]=[CH:23][CH:22]=[CH:21][CH:20]=4)[N:13]4[C:14]=3[C:10]([C:11]([O:25][CH3:29])=[N:12]4)=[CH:9][CH:8]=2)=[C:5]([CH3:26])[O:4][N:3]=1.